Task: Predict the reactants needed to synthesize the given product.. Dataset: Full USPTO retrosynthesis dataset with 1.9M reactions from patents (1976-2016) (1) Given the product [CH:34]1([NH:16][C:14]2[CH:15]=[C:7]([CH2:6][O:5][C:3](=[O:4])[C:2]([CH3:33])([CH3:32])[CH3:1])[CH:8]=[C:9]3[C:13]=2[NH:12][C:11]([C:19]2[S:20][CH2:21][C@@H:22]([CH2:24][O:25][C:26](=[O:31])[C:27]([CH3:30])([CH3:29])[CH3:28])[N:23]=2)=[CH:10]3)[CH2:38][CH2:37][CH2:36][CH2:35]1, predict the reactants needed to synthesize it. The reactants are: [CH3:1][C:2]([CH3:33])([CH3:32])[C:3]([O:5][CH2:6][C:7]1[CH:8]=[C:9]2[C:13](=[C:14]([N+:16]([O-])=O)[CH:15]=1)[NH:12][C:11]([C:19]1[S:20][CH2:21][C@@H:22]([CH2:24][O:25][C:26](=[O:31])[C:27]([CH3:30])([CH3:29])[CH3:28])[N:23]=1)=[CH:10]2)=[O:4].[C:34]1(=O)[CH2:38][CH2:37][CH2:36][CH2:35]1. (2) Given the product [CH3:24][O:23][C:20]1[N:19]=[C:18]([O:25][CH3:26])[C:17]([C:13]2[CH:12]=[C:11]([N:9]3[CH:10]=[C:6]([C:4]([OH:5])=[O:3])[N:7]=[CH:8]3)[CH:16]=[CH:15][CH:14]=2)=[CH:22][N:21]=1, predict the reactants needed to synthesize it. The reactants are: C([O:3][C:4]([C:6]1[N:7]=[CH:8][N:9]([C:11]2[CH:16]=[CH:15][CH:14]=[C:13]([C:17]3[C:18]([O:25][CH3:26])=[N:19][C:20]([O:23][CH3:24])=[N:21][CH:22]=3)[CH:12]=2)[CH:10]=1)=[O:5])C.[OH-].[K+]. (3) Given the product [CH:8]1[C:7]2[CH2:6][CH2:5][CH2:4][CH2:3][C:2]=2[CH:1]=[C:9]([C:11]([O:13][CH2:14][CH3:15])=[O:12])[N:10]=1, predict the reactants needed to synthesize it. The reactants are: [CH:1]#[C:2][CH2:3][CH2:4][CH2:5][CH2:6][C:7]#[CH:8].[C:9]([C:11]([O:13][CH2:14][CH3:15])=[O:12])#[N:10]. (4) Given the product [NH2:1][C@@H:2]([CH2:5][CH:6]1[CH2:11][CH2:10][CH2:9][CH2:8][CH2:7]1)[CH2:3][OH:4], predict the reactants needed to synthesize it. The reactants are: [NH2:1][C@@H:2]([CH2:5][C:6]1[CH:11]=[CH:10][CH:9]=[CH:8][CH:7]=1)[CH2:3][OH:4]. (5) Given the product [F:1][C:2]1[CH:3]=[C:4]([OH:18])[CH:5]=[CH:6][C:7]=1[O:8][CH2:9][CH3:10], predict the reactants needed to synthesize it. The reactants are: [F:1][C:2]1[CH:3]=[C:4](B(O)O)[CH:5]=[CH:6][C:7]=1[O:8][CH2:9][CH3:10].OO.O.S([O-])(O)=[O:18].[Na+].